From a dataset of Full USPTO retrosynthesis dataset with 1.9M reactions from patents (1976-2016). Predict the reactants needed to synthesize the given product. (1) Given the product [CH3:17][C:16]1[CH:15]=[C:14]([CH3:18])[NH:13][C:12](=[O:19])[C:11]=1[CH2:10][NH:9][C:7](=[O:8])[C:6]1[CH:20]=[C:2]([C:35]2[CH:36]=[N:37][C:32]([CH:30]=[O:31])=[CH:33][CH:34]=2)[CH:3]=[C:4]([N:22]([CH3:29])[CH:23]2[CH2:28][CH2:27][O:26][CH2:25][CH2:24]2)[C:5]=1[CH3:21], predict the reactants needed to synthesize it. The reactants are: Br[C:2]1[CH:3]=[C:4]([N:22]([CH3:29])[CH:23]2[CH2:28][CH2:27][O:26][CH2:25][CH2:24]2)[C:5]([CH3:21])=[C:6]([CH:20]=1)[C:7]([NH:9][CH2:10][C:11]1[C:12](=[O:19])[NH:13][C:14]([CH3:18])=[CH:15][C:16]=1[CH3:17])=[O:8].[CH:30]([C:32]1[N:37]=[CH:36][C:35](B(O)O)=[CH:34][CH:33]=1)=[O:31].C([O-])([O-])=O.[Na+].[Na+]. (2) Given the product [Cl:14][C:15]1[N:20]=[C:19]([NH:13][CH2:12][CH2:11][CH2:10][C:6]2[CH:7]=[CH:8][CH:9]=[C:4]([O:3][CH3:2])[CH:5]=2)[C:18]([Cl:22])=[CH:17][N:16]=1, predict the reactants needed to synthesize it. The reactants are: Cl.[CH3:2][O:3][C:4]1[CH:5]=[C:6]([CH2:10][CH2:11][CH2:12][NH2:13])[CH:7]=[CH:8][CH:9]=1.[Cl:14][C:15]1[N:20]=[C:19](Cl)[C:18]([Cl:22])=[CH:17][N:16]=1.C(=O)([O-])[O-].[K+].[K+]. (3) Given the product [C:26]([C@@H:21]1[CH2:22][C@H:23]([F:25])[CH2:24][N:20]1[C:18](=[O:19])[CH2:17][NH:14][C:11]1([CH3:13])[CH2:12][CH:7]2[CH2:6][N:5]([C:3]([N:2]([CH3:1])[CH3:15])=[O:4])[CH2:9][CH:8]2[CH2:10]1)#[N:27], predict the reactants needed to synthesize it. The reactants are: [CH3:1][N:2]([CH3:15])[C:3]([N:5]1[CH2:9][CH:8]2[CH2:10][C:11]([NH2:14])([CH3:13])[CH2:12][CH:7]2[CH2:6]1)=[O:4].Cl[CH2:17][C:18]([N:20]1[CH2:24][C@@H:23]([F:25])[CH2:22][C@H:21]1[C:26]#[N:27])=[O:19].C(=O)([O-])[O-].[K+].[K+]. (4) Given the product [CH:29]1([N:13]([C:14]2[N:15]([C:23]3[CH:28]=[CH:27][CH:26]=[CH:25][CH:24]=3)[N:16]=[C:17]3[C:22]=2[CH:21]=[CH:20][CH:19]=[CH:18]3)[C:11](=[O:12])[NH:10][C:6]2[CH:5]=[C:4]([CH:9]=[CH:8][CH:7]=2)[C:3]([OH:35])=[O:2])[CH2:34][CH2:33][CH2:32][CH2:31][CH2:30]1, predict the reactants needed to synthesize it. The reactants are: C[O:2][C:3](=[O:35])[C:4]1[CH:9]=[CH:8][CH:7]=[C:6]([NH:10][C:11]([N:13]([CH:29]2[CH2:34][CH2:33][CH2:32][CH2:31][CH2:30]2)[C:14]2[N:15]([C:23]3[CH:28]=[CH:27][CH:26]=[CH:25][CH:24]=3)[N:16]=[C:17]3[C:22]=2[CH:21]=[CH:20][CH:19]=[CH:18]3)=[O:12])[CH:5]=1.[OH-].[Li+]. (5) Given the product [F:24][C:12]1[CH:13]=[CH:14][C:15]([O:17][CH2:18][C@@H:19]2[CH2:23][CH2:22][CH2:21][O:20]2)=[CH:16][C:11]=1[C:10]1[C:3]2[C:2]([NH2:1])=[N:7][CH:6]=[N:5][C:4]=2[N:8]([C@H:25]2[CH2:26][C@@H:27]([N:29]3[CH2:30][CH2:31][NH:32][CH2:33][CH2:34]3)[CH2:28]2)[CH:9]=1, predict the reactants needed to synthesize it. The reactants are: [NH2:1][C:2]1[C:3]2[C:10]([C:11]3[CH:16]=[C:15]([O:17][CH2:18][C@@H:19]4[CH2:23][CH2:22][CH2:21][O:20]4)[CH:14]=[CH:13][C:12]=3[F:24])=[CH:9][N:8]([C@@H:25]3[CH2:28][C@H:27]([N:29]4[CH2:34][CH2:33][N:32](C(=O)C)[CH2:31][CH2:30]4)[CH2:26]3)[C:4]=2[N:5]=[CH:6][N:7]=1.Cl.C([O-])(O)=O.[Na+]. (6) Given the product [CH:1]1([C:4]2[N:13]=[C:12]([N:14]3[CH2:19][CH2:18][N:17]([C:20]4[CH:25]=[C:24]([N+:56]([O-:58])=[O:57])[CH:23]=[CH:22][C:21]=4[O:27][CH3:28])[CH2:16][CH2:15]3)[C:11]3[C:6](=[CH:7][C:8]([O:31][CH3:32])=[C:9]([O:29][CH3:30])[CH:10]=3)[N:5]=2)[CH2:3][CH2:2]1, predict the reactants needed to synthesize it. The reactants are: [CH:1]1([C:4]2[N:13]=[C:12]([N:14]3[CH2:19][CH2:18][N:17]([C:20]4[CH:25]=[CH:24][C:23](F)=[CH:22][C:21]=4[O:27][CH3:28])[CH2:16][CH2:15]3)[C:11]3[C:6](=[CH:7][C:8]([O:31][CH3:32])=[C:9]([O:29][CH3:30])[CH:10]=3)[N:5]=2)[CH2:3][CH2:2]1.FC1C=CC(N2CCNCC2)=C(OC)C=1.COC1C=CC([N+:56]([O-:58])=[O:57])=CC=1N1CCNCC1. (7) Given the product [Cl:10][C:11]1[CH:18]=[C:17]([C:7]2[C:3]([C:2]([F:9])([F:8])[F:1])=[N:4][NH:5][CH:6]=2)[CH:16]=[CH:15][C:12]=1[C:13]#[N:14], predict the reactants needed to synthesize it. The reactants are: [F:1][C:2]([F:9])([F:8])[C:3]1[CH:7]=[CH:6][NH:5][N:4]=1.[Cl:10][C:11]1[CH:18]=[C:17](F)[CH:16]=[CH:15][C:12]=1[C:13]#[N:14].C(=O)([O-])[O-].[K+].[K+].O.